From a dataset of NCI-60 drug combinations with 297,098 pairs across 59 cell lines. Regression. Given two drug SMILES strings and cell line genomic features, predict the synergy score measuring deviation from expected non-interaction effect. (1) Drug 1: CC1C(C(CC(O1)OC2CC(CC3=C2C(=C4C(=C3O)C(=O)C5=C(C4=O)C(=CC=C5)OC)O)(C(=O)C)O)N)O.Cl. Drug 2: CCC1(CC2CC(C3=C(CCN(C2)C1)C4=CC=CC=C4N3)(C5=C(C=C6C(=C5)C78CCN9C7C(C=CC9)(C(C(C8N6C=O)(C(=O)OC)O)OC(=O)C)CC)OC)C(=O)OC)O.OS(=O)(=O)O. Cell line: SK-MEL-28. Synergy scores: CSS=29.7, Synergy_ZIP=-12.0, Synergy_Bliss=-1.77, Synergy_Loewe=-9.74, Synergy_HSA=0.778. (2) Drug 1: CC1=C2C(C(=O)C3(C(CC4C(C3C(C(C2(C)C)(CC1OC(=O)C(C(C5=CC=CC=C5)NC(=O)OC(C)(C)C)O)O)OC(=O)C6=CC=CC=C6)(CO4)OC(=O)C)OC)C)OC. Drug 2: CC12CCC3C(C1CCC2O)C(CC4=C3C=CC(=C4)O)CCCCCCCCCS(=O)CCCC(C(F)(F)F)(F)F. Cell line: HOP-62. Synergy scores: CSS=45.1, Synergy_ZIP=6.76, Synergy_Bliss=7.60, Synergy_Loewe=-17.8, Synergy_HSA=8.11. (3) Drug 1: C1CCC(CC1)NC(=O)N(CCCl)N=O. Drug 2: CC(C1=C(C=CC(=C1Cl)F)Cl)OC2=C(N=CC(=C2)C3=CN(N=C3)C4CCNCC4)N. Cell line: ACHN. Synergy scores: CSS=2.04, Synergy_ZIP=-6.91, Synergy_Bliss=-7.29, Synergy_Loewe=-12.2, Synergy_HSA=-7.07. (4) Drug 1: CC(CN1CC(=O)NC(=O)C1)N2CC(=O)NC(=O)C2. Drug 2: COC1=CC(=CC(=C1O)OC)C2C3C(COC3=O)C(C4=CC5=C(C=C24)OCO5)OC6C(C(C7C(O6)COC(O7)C8=CC=CS8)O)O. Cell line: A498. Synergy scores: CSS=35.4, Synergy_ZIP=-3.26, Synergy_Bliss=-3.49, Synergy_Loewe=0.951, Synergy_HSA=2.66. (5) Drug 1: COC1=NC(=NC2=C1N=CN2C3C(C(C(O3)CO)O)O)N. Cell line: HS 578T. Drug 2: CC1=C(N=C(N=C1N)C(CC(=O)N)NCC(C(=O)N)N)C(=O)NC(C(C2=CN=CN2)OC3C(C(C(C(O3)CO)O)O)OC4C(C(C(C(O4)CO)O)OC(=O)N)O)C(=O)NC(C)C(C(C)C(=O)NC(C(C)O)C(=O)NCCC5=NC(=CS5)C6=NC(=CS6)C(=O)NCCC[S+](C)C)O. Synergy scores: CSS=21.5, Synergy_ZIP=-1.04, Synergy_Bliss=-2.13, Synergy_Loewe=-13.4, Synergy_HSA=-0.668. (6) Drug 1: CC(C1=C(C=CC(=C1Cl)F)Cl)OC2=C(N=CC(=C2)C3=CN(N=C3)C4CCNCC4)N. Drug 2: CC1=CC2C(CCC3(C2CCC3(C(=O)C)OC(=O)C)C)C4(C1=CC(=O)CC4)C. Cell line: MDA-MB-435. Synergy scores: CSS=13.7, Synergy_ZIP=-1.03, Synergy_Bliss=6.18, Synergy_Loewe=-14.5, Synergy_HSA=1.05.